Dataset: Full USPTO retrosynthesis dataset with 1.9M reactions from patents (1976-2016). Task: Predict the reactants needed to synthesize the given product. (1) Given the product [Cl:1][C:2]1[C:3]([NH:11][C:12]2[CH:13]=[N:14][C:15]([CH3:18])=[CH:16][CH:17]=2)=[N:4][CH:5]=[C:6]([CH:10]=1)[C:7]([Cl:21])=[O:8], predict the reactants needed to synthesize it. The reactants are: [Cl:1][C:2]1[C:3]([NH:11][C:12]2[CH:13]=[N:14][C:15]([CH3:18])=[CH:16][CH:17]=2)=[N:4][CH:5]=[C:6]([CH:10]=1)[C:7](O)=[O:8].O=S(Cl)[Cl:21]. (2) Given the product [C:1]([N:4]1[C:13]2[C:8](=[CH:9][C:10]([C:14]3[N:15]=[C:16]([CH2:19][N:29]4[CH2:34][CH2:33][CH2:32][CH2:31][CH2:30]4)[S:17][CH:18]=3)=[CH:11][CH:12]=2)[C@H:7]([NH:21][C:22](=[O:27])[O:23][CH:24]([CH3:26])[CH3:25])[CH2:6][C@@H:5]1[CH3:28])(=[O:3])[CH3:2], predict the reactants needed to synthesize it. The reactants are: [C:1]([N:4]1[C:13]2[C:8](=[CH:9][C:10]([C:14]3[N:15]=[C:16]([CH:19]=O)[S:17][CH:18]=3)=[CH:11][CH:12]=2)[C@H:7]([NH:21][C:22](=[O:27])[O:23][CH:24]([CH3:26])[CH3:25])[CH2:6][C@@H:5]1[CH3:28])(=[O:3])[CH3:2].[NH:29]1[CH2:34][CH2:33][CH2:32][CH2:31][CH2:30]1.C(O)(=O)C.C(O[BH-](OC(=O)C)OC(=O)C)(=O)C.[Na+]. (3) Given the product [C:1]([O:5][C:6]([NH:8][C@H:9]([CH2:13][C:14]1[C:22]2[C:17](=[CH:18][CH:19]=[CH:20][CH:21]=2)[N:16]([CH2:23][CH2:24][CH2:25][CH2:26][CH3:27])[CH:15]=1)[C:10]([NH:58][O:57][CH2:50][C:51]1[CH:56]=[CH:55][CH:54]=[CH:53][CH:52]=1)=[O:12])=[O:7])([CH3:4])([CH3:2])[CH3:3], predict the reactants needed to synthesize it. The reactants are: [C:1]([O:5][C:6]([NH:8][C@H:9]([CH2:13][C:14]1[C:22]2[C:17](=[CH:18][CH:19]=[CH:20][CH:21]=2)[N:16]([CH2:23][CH2:24][CH2:25][CH2:26][CH3:27])[CH:15]=1)[C:10]([OH:12])=O)=[O:7])([CH3:4])([CH3:3])[CH3:2].CCN=C=NCCCN(C)C.Cl.C1C=CC2N(O)N=NC=2C=1.[CH2:50]([O:57][NH2:58])[C:51]1[CH:56]=[CH:55][CH:54]=[CH:53][CH:52]=1. (4) Given the product [O:1]=[C:2]1[C:10]2[C:5](=[CH:6][CH:7]=[CH:8][CH:9]=2)[C:4](=[O:11])[N:3]1[CH2:12][CH2:13][N:14]1[C:23]2[C:18](=[N:19][CH:20]=[C:21]([CH2:24][C:25]3[CH:26]=[CH:27][C:28]([F:31])=[CH:29][CH:30]=3)[CH:22]=2)[C:17]([OH:32])=[C:16]([C:33]([NH2:42])=[O:35])[C:15]1=[O:38], predict the reactants needed to synthesize it. The reactants are: [O:1]=[C:2]1[C:10]2[C:5](=[CH:6][CH:7]=[CH:8][CH:9]=2)[C:4](=[O:11])[N:3]1[CH2:12][CH2:13][N:14]1[C:23]2[C:18](=[N:19][CH:20]=[C:21]([CH2:24][C:25]3[CH:30]=[CH:29][C:28]([F:31])=[CH:27][CH:26]=3)[CH:22]=2)[C:17]([OH:32])=[C:16]([C:33]([O:35]CC)=O)[C:15]1=[O:38].C(C[NH2:42])O. (5) Given the product [F:27][C:25]1[CH:24]=[C:23]([F:28])[CH:22]=[C:21]2[C:26]=1[C:17]([NH:16][C:4]1[C:5]([C:8]3[CH:13]=[CH:12][CH:11]=[CH:10][C:9]=3[O:14][CH3:15])=[N:6][CH:7]=[C:2]([N:104]3[CH2:109][CH2:108][O:107][CH2:106][CH2:105]3)[CH:3]=1)=[C:18]([CH3:35])[C:19]([C:29]1[CH:34]=[CH:33][CH:32]=[CH:31][N:30]=1)=[N:20]2, predict the reactants needed to synthesize it. The reactants are: Br[C:2]1[CH:3]=[C:4]([NH:16][C:17]2[C:26]3[C:21](=[CH:22][C:23]([F:28])=[CH:24][C:25]=3[F:27])[N:20]=[C:19]([C:29]3[CH:34]=[CH:33][CH:32]=[CH:31][N:30]=3)[C:18]=2[CH3:35])[C:5]([C:8]2[CH:13]=[CH:12][CH:11]=[CH:10][C:9]=2[O:14][CH3:15])=[N:6][CH:7]=1.C1(P(C2CCCCC2)C2(C(C)C)CC(C(C)C)=CC(C(C)C)=C2C2C=CC=CC=2)CCCCC1.CC(C1C=C(C(C)C)C(C2C=CC=CC=2P(C2CCCCC2)C2CCCCC2)=C(C(C)C)C=1)C.[NH:104]1[CH2:109][CH2:108][O:107][CH2:106][CH2:105]1.CC(C)([O-])C.[Na+]. (6) Given the product [CH3:13][O:1][C:2]1[CH:3]=[C:4]2[C:9](=[CH:10][CH:11]=1)[NH:8][C:7](=[O:12])[CH2:6][CH2:5]2, predict the reactants needed to synthesize it. The reactants are: [OH:1][C:2]1[CH:3]=[C:4]2[C:9](=[CH:10][CH:11]=1)[NH:8][C:7](=[O:12])[CH2:6][CH2:5]2.[C:13]([O-])([O-])=O.[K+].[K+].CI. (7) The reactants are: [N:1]12[CH2:10][CH:5]3[CH2:6][CH:7]([CH2:9][CH:3]([C@@H:4]3[CH2:11][NH2:12])[CH2:2]1)[CH2:8]2.[NH:13]1[C:21]2[C:16](=[CH:17][C:18]([C:22](O)=[O:23])=[CH:19][CH:20]=2)[CH:15]=[CH:14]1.Cl.CN(C)CCCN=C=NCC.ON1C2C=CC=CC=2N=N1. Given the product [N:1]12[CH2:10][CH:5]3[CH2:6][CH:7]([CH2:9][CH:3]([C@@H:4]3[CH2:11][NH:12][C:22]([C:18]3[CH:17]=[C:16]4[C:21](=[CH:20][CH:19]=3)[NH:13][CH:14]=[CH:15]4)=[O:23])[CH2:2]1)[CH2:8]2, predict the reactants needed to synthesize it. (8) Given the product [NH2:9][C:3]1[CH:4]=[CH:5][C:6]([N:10]2[CH2:15][CH2:14][O:13][CH2:12][C:11]2=[O:16])=[CH:7][C:2]=1[F:1], predict the reactants needed to synthesize it. The reactants are: [F:1][C:2]1[CH:7]=[C:6](I)[CH:5]=[CH:4][C:3]=1[NH2:9].[NH:10]1[CH2:15][CH2:14][O:13][CH2:12][C:11]1=[O:16].CNCCNC.C([O-])([O-])=O.[Cs+].[Cs+]. (9) Given the product [CH3:49][O:48][C:47]1[C:46]2[N:11]=[CH:44][C@@H:35]3[CH2:36][CH2:37][CH2:38][N:34]3[C:32](=[O:33])[C:31]=2[CH:30]=[CH:29][CH:28]=1, predict the reactants needed to synthesize it. The reactants are: C(OC([N:11]1C[C@H](O)C[C@H]1C(O)=O)=O)C1C=CC=CC=1.C(O[C:28]1[C:47]([O:48][CH3:49])=[CH:46][C:31]([C:32]([N:34]2[CH:38]=[C:37](CC(OC)=O)[CH2:36][C@H:35]2[CH2:44]O)=[O:33])=[C:30]([N+]([O-])=O)[CH:29]=1)C1C=CC=CC=1.NO.[N+](O)([O-])=O.